Dataset: Catalyst prediction with 721,799 reactions and 888 catalyst types from USPTO. Task: Predict which catalyst facilitates the given reaction. (1) Reactant: [CH2:1]([NH:3][C:4]([NH:6][C:7]1[N:12]=[CH:11][C:10]([C:13]2[C:14]([O:25][CH:26]3[CH2:31][CH2:30][N:29](C(OC(C)(C)C)=O)[CH2:28][CH2:27]3)=[N:15][CH:16]=[C:17]([C:19]3[O:20][C:21](=[O:24])[NH:22][N:23]=3)[CH:18]=2)=[C:9]([C:39]2[S:40][CH:41]=[C:42]([C:44]([F:47])([F:46])[F:45])[N:43]=2)[CH:8]=1)=[O:5])[CH3:2].FC(F)(F)C(O)=O. Product: [CH2:1]([NH:3][C:4]([NH:6][C:7]1[N:12]=[CH:11][C:10]([C:13]2[C:14]([O:25][CH:26]3[CH2:27][CH2:28][NH:29][CH2:30][CH2:31]3)=[N:15][CH:16]=[C:17]([C:19]3[O:20][C:21](=[O:24])[NH:22][N:23]=3)[CH:18]=2)=[C:9]([C:39]2[S:40][CH:41]=[C:42]([C:44]([F:46])([F:47])[F:45])[N:43]=2)[CH:8]=1)=[O:5])[CH3:2]. The catalyst class is: 4. (2) The catalyst class is: 3. Product: [C:11]1([C:9]2[O:8][C:4]3[N:5]=[CH:6][N:7]=[C:2]([NH:27][CH2:28][CH2:29][CH2:30][CH2:31][CH2:32][C:33]([O:35][CH3:36])=[O:34])[C:3]=3[CH:10]=2)[CH:16]=[CH:15][CH:14]=[CH:13][CH:12]=1. Reactant: Cl[C:2]1[C:3]2[CH:10]=[C:9]([C:11]3[CH:16]=[CH:15][CH:14]=[CH:13][CH:12]=3)[O:8][C:4]=2[N:5]=[CH:6][N:7]=1.CCN(C(C)C)C(C)C.Cl.[NH2:27][CH2:28][CH2:29][CH2:30][CH2:31][CH2:32][C:33]([O:35][CH3:36])=[O:34]. (3) Reactant: [H-].[Na+].ClC1C2N=C(CC(F)(F)F)[N:9](Cl)C=2C=CC=1.[Cl:19][C:20]1[CH:21]=[C:22]2[C:26](=[CH:27][C:28]=1[Cl:29])[NH:25][C:24]([CH2:30][C:31]([F:34])([F:33])[F:32])=C2.Br[CH2:36][C:37]([C:39]1[C:40]([C:45]2[CH:50]=[CH:49][CH:48]=[CH:47][CH:46]=2)=[N:41][O:42][C:43]=1[CH3:44])=[O:38].[NH4+].[Cl-]. Product: [Cl:29][C:28]1[C:20]([Cl:19])=[CH:21][C:22]2[N:9]([CH2:36][C:37]([C:39]3[C:40]([C:45]4[CH:50]=[CH:49][CH:48]=[CH:47][CH:46]=4)=[N:41][O:42][C:43]=3[CH3:44])=[O:38])[C:24]([CH2:30][C:31]([F:32])([F:33])[F:34])=[N:25][C:26]=2[CH:27]=1. The catalyst class is: 3. (4) Reactant: C(OC([NH:8][C@H:9]([C:14]([N:16]([CH3:29])[CH:17]([CH2:26][CH:27]=[CH2:28])/[CH:18]=[C:19](\[CH3:25])/[C:20]([O:22][CH2:23][CH3:24])=[O:21])=[O:15])[C:10]([CH3:13])([CH3:12])[CH3:11])=O)(C)(C)C.Cl.O1CCOCC1. Product: [CH3:25]/[C:19](=[CH:18]\[CH:17]([N:16]([CH3:29])[C:14](=[O:15])[C@H:9]([C:10]([CH3:13])([CH3:12])[CH3:11])[NH2:8])[CH2:26][CH:27]=[CH2:28])/[C:20]([O:22][CH2:23][CH3:24])=[O:21]. The catalyst class is: 4. (5) Reactant: [C:1]([N:4]1[C:13]2[C:8](=[CH:9][C:10]([NH:14][C:15](=[O:23])[C:16]3[CH:21]=[CH:20][CH:19]=[CH:18][C:17]=3[OH:22])=[CH:11][CH:12]=2)[C:7]([C:25]2[CH:30]=[CH:29][CH:28]=[CH:27][CH:26]=2)([CH3:24])[CH2:6][C:5]1([CH3:32])[CH3:31])(=[O:3])[CH3:2].[CH3:33][C:34]1[C:38]([S:39](Cl)(=[O:41])=[O:40])=[C:37]([CH3:43])[O:36][N:35]=1. Product: [C:1]([N:4]1[C:13]2[C:8](=[CH:9][C:10]([NH:14][C:15](=[O:23])[C:16]3[CH:21]=[CH:20][CH:19]=[CH:18][C:17]=3[O:22][S:39]([C:38]3[C:34]([CH3:33])=[N:35][O:36][C:37]=3[CH3:43])(=[O:41])=[O:40])=[CH:11][CH:12]=2)[C:7]([C:25]2[CH:30]=[CH:29][CH:28]=[CH:27][CH:26]=2)([CH3:24])[CH2:6][C:5]1([CH3:32])[CH3:31])(=[O:3])[CH3:2]. The catalyst class is: 17. (6) Reactant: [CH3:1][O:2][C:3]([C:5]1[NH:6][C:7]2[C:12]([C:13](=[O:15])[CH:14]=1)=[CH:11][C:10]([O:16][CH3:17])=[CH:9][C:8]=2[Br:18])=[O:4].[H-].[Na+].[CH3:21][Si:22]([CH3:29])([CH3:28])[CH2:23][CH2:24][O:25][CH2:26]Cl.O. Product: [CH3:1][O:2][C:3]([C:5]1[CH:14]=[C:13]([O:15][CH2:26][O:25][CH2:24][CH2:23][Si:22]([CH3:29])([CH3:28])[CH3:21])[C:12]2[C:7](=[C:8]([Br:18])[CH:9]=[C:10]([O:16][CH3:17])[CH:11]=2)[N:6]=1)=[O:4]. The catalyst class is: 37. (7) Reactant: Br[C:2]1[CH:15]=[CH:14][C:13]2[C:4](=[C:5]([C:22]3[CH:27]=[CH:26][CH:25]=[CH:24][CH:23]=3)[C:6]3[C:11]([C:12]=2[C:16]2[CH:21]=[CH:20][CH:19]=[CH:18][CH:17]=2)=[CH:10][CH:9]=[CH:8][CH:7]=3)[CH:3]=1.C([Li])CCC.C[O:34][B:35](OC)[O:36]C.Cl. Product: [C:16]1([C:12]2[C:11]3[C:6]([C:5]([C:4]4[CH:13]=[CH:14][CH:15]=[CH:2][CH:3]=4)=[C:22]4[C:23]=2[CH:24]=[C:25]([B:35]([OH:36])[OH:34])[CH:26]=[CH:27]4)=[CH:7][CH:8]=[CH:9][CH:10]=3)[CH:21]=[CH:20][CH:19]=[CH:18][CH:17]=1. The catalyst class is: 1. (8) Reactant: O.[NH2:2][NH2:3].[Cl:4][C:5]1[C:10]([CH:11]=O)=[C:9](Cl)[N:8]=[CH:7][N:6]=1.C(N(CC)CC)C. Product: [Cl:4][C:5]1[N:6]=[CH:7][N:8]=[C:9]2[NH:2][N:3]=[CH:11][C:10]=12. The catalyst class is: 12. (9) Reactant: [CH2:1]([N:8]1[C:13](=[O:14])[C:12]([CH3:15])=[C:11]2[S:16][C:17]([C:19](O)=[O:20])=[CH:18][N:10]2[C:9]1=[O:22])[C:2]1[CH:7]=[CH:6][CH:5]=[CH:4][CH:3]=1.[CH3:23][N:24]1[CH:28]=[C:27]([CH2:29][NH2:30])[CH:26]=[N:25]1.O.ON1C2C=CC=CC=2N=N1.Cl.CN(C)CCCN=C=NCC. Product: [CH3:23][N:24]1[CH:28]=[C:27]([CH2:29][NH:30][C:19]([C:17]2[S:16][C:11]3[N:10]([C:9](=[O:22])[N:8]([CH2:1][C:2]4[CH:7]=[CH:6][CH:5]=[CH:4][CH:3]=4)[C:13](=[O:14])[C:12]=3[CH3:15])[CH:18]=2)=[O:20])[CH:26]=[N:25]1. The catalyst class is: 9.